This data is from Full USPTO retrosynthesis dataset with 1.9M reactions from patents (1976-2016). The task is: Predict the reactants needed to synthesize the given product. (1) Given the product [NH2:6][CH2:5][C:4]([C:7]1[CH:12]=[CH:11][N:10]=[CH:9][CH:8]=1)=[O:3], predict the reactants needed to synthesize it. The reactants are: C([O:3][C:4](OCC)([C:7]1[CH:12]=[CH:11][N:10]=[CH:9][CH:8]=1)[CH2:5][NH2:6])C.Cl. (2) Given the product [CH3:24][O:23][C:12]1[N:13]=[N:14][C:15]([C:17]2[CH:22]=[CH:21][N:20]=[CH:19][CH:18]=2)=[CH:16][C:11]=1[C:3]1[NH:4][C:5]2[C:10]([C:2]=1[CH:25]=[CH2:26])=[CH:9][CH:8]=[CH:7][CH:6]=2, predict the reactants needed to synthesize it. The reactants are: I[C:2]1[C:10]2[C:5](=[CH:6][CH:7]=[CH:8][CH:9]=2)[NH:4][C:3]=1[C:11]1[CH:16]=[C:15]([C:17]2[CH:22]=[CH:21][N:20]=[CH:19][CH:18]=2)[N:14]=[N:13][C:12]=1[O:23][CH3:24].[CH2:25]([Sn](CCCC)(CCCC)C=C)[CH2:26]CC.[F-].[K+].CCOC(C)=O. (3) Given the product [C:1]([N:4]1[CH2:9][CH2:8][O:7][CH:6]([C:10]([OH:12])=[O:11])[CH2:5]1)(=[O:3])[CH3:2], predict the reactants needed to synthesize it. The reactants are: [C:1]([N:4]1[CH2:9][CH2:8][O:7][CH:6]([C:10]([O:12]CC2C=CC=CC=2)=[O:11])[CH2:5]1)(=[O:3])[CH3:2].